Dataset: Reaction yield outcomes from USPTO patents with 853,638 reactions. Task: Predict the reaction yield, written as a fraction of the theoretical maximum amount of product (1.0 means a 100% yield; for example, 0.34 means a 34% yield). (1) The reactants are [N:1]1([CH2:7][C:8]2[CH:13]=[CH:12][C:11]([NH:14][C:15]([C:17]3[C:21]([NH2:22])=[CH:20][NH:19][N:18]=3)=[O:16])=[CH:10][CH:9]=2)[CH2:6][CH2:5][O:4][CH2:3][CH2:2]1.Cl[C:24]1[C:29]2[CH:30]=[CH:31][S:32][C:28]=2[CH:27]=[CH:26][N:25]=1. No catalyst specified. The product is [S:32]1[C:28]2[CH:27]=[CH:26][N:25]=[C:24]([NH:22][C:21]3[C:17]([C:15]([NH:14][C:11]4[CH:12]=[CH:13][C:8]([CH2:7][N:1]5[CH2:6][CH2:5][O:4][CH2:3][CH2:2]5)=[CH:9][CH:10]=4)=[O:16])=[N:18][NH:19][CH:20]=3)[C:29]=2[CH:30]=[CH:31]1. The yield is 0.397. (2) The reactants are [OH:1][CH:2]1[CH2:5][N:4]([C:6]([O:8][C:9]([CH3:12])([CH3:11])[CH3:10])=[O:7])[CH2:3]1.CC(OI1(OC(C)=O)(OC(C)=O)OC(=O)C2C=CC=CC1=2)=O.S([O-])([O-])(=O)=S.[Na+].[Na+].C(=O)([O-])O.[Na+]. The catalyst is ClCCl. The product is [O:1]=[C:2]1[CH2:5][N:4]([C:6]([O:8][C:9]([CH3:12])([CH3:11])[CH3:10])=[O:7])[CH2:3]1. The yield is 0.850.